From a dataset of Reaction yield outcomes from USPTO patents with 853,638 reactions. Predict the reaction yield, written as a fraction of the theoretical maximum amount of product (1.0 means a 100% yield; for example, 0.34 means a 34% yield). (1) The reactants are [CH:1]1[C:9]2[C:8]3[CH:10]=[CH:11][CH:12]=[CH:13][C:7]=3[O:6][C:5]=2[C:4](B(O)O)=[CH:3][CH:2]=1.[Br:17][C:18]1[CH:23]=[CH:22][CH:21]=[C:20](I)[CH:19]=1.C([O-])([O-])=O.[Na+].[Na+].CCO. The catalyst is C1C=CC([P]([Pd]([P](C2C=CC=CC=2)(C2C=CC=CC=2)C2C=CC=CC=2)([P](C2C=CC=CC=2)(C2C=CC=CC=2)C2C=CC=CC=2)[P](C2C=CC=CC=2)(C2C=CC=CC=2)C2C=CC=CC=2)(C2C=CC=CC=2)C2C=CC=CC=2)=CC=1.C1(C)C=CC=CC=1. The product is [Br:17][C:18]1[CH:19]=[C:20]([C:4]2[C:5]3[O:6][C:7]4[CH:13]=[CH:12][CH:11]=[CH:10][C:8]=4[C:9]=3[CH:1]=[CH:2][CH:3]=2)[CH:21]=[CH:22][CH:23]=1. The yield is 0.630. (2) The reactants are [Cl:1][CH2:2][CH2:3][C:4]([O:6][CH2:7][CH2:8][CH2:9][CH2:10][CH2:11][CH2:12][O:13][C:14]1[CH:22]=[CH:21][C:17]([C:18]([OH:20])=[O:19])=[CH:16][CH:15]=1)=[O:5].FC(F)(F)C(OC(=O)C(F)(F)F)=O.O[C:37]1[CH:42]=[CH:41][C:40]([C:43]2[CH:48]=[CH:47][C:46]([C:49]#[N:50])=[CH:45][CH:44]=2)=[C:39]([CH3:51])[CH:38]=1.O. The catalyst is C(Cl)Cl. The product is [C:49]([C:46]1[CH:45]=[CH:44][C:43]([C:40]2[CH:41]=[CH:42][C:37]([O:19][C:18](=[O:20])[C:17]3[CH:16]=[CH:15][C:14]([O:13][CH2:12][CH2:11][CH2:10][CH2:9][CH2:8][CH2:7][O:6][C:4](=[O:5])[CH2:3][CH2:2][Cl:1])=[CH:22][CH:21]=3)=[CH:38][C:39]=2[CH3:51])=[CH:48][CH:47]=1)#[N:50]. The yield is 0.538. (3) The reactants are [Cl:1][C:2]1[CH:7]=[CH:6][C:5]([O:8][C:9](=[O:22])[N:10]([C@H:12]2[CH2:17][CH2:16][C@H:15](/[CH:18]=[CH:19]/[CH2:20]Cl)[CH2:14][CH2:13]2)[CH3:11])=[CH:4][CH:3]=1.[CH3:23][NH:24][CH2:25][CH2:26][CH3:27]. The catalyst is CO. The product is [Cl:1][C:2]1[CH:7]=[CH:6][C:5]([O:8][C:9](=[O:22])[N:10]([CH3:11])[C@H:12]2[CH2:17][CH2:16][C@H:15](/[CH:18]=[CH:19]/[CH2:20][N:24]([CH3:23])[CH2:25][CH2:26][CH3:27])[CH2:14][CH2:13]2)=[CH:4][CH:3]=1. The yield is 0.520. (4) The reactants are [C:1]([NH:4][C@:5]1([C@@H:54]([CH2:56][CH3:57])[CH3:55])[CH2:9][CH2:8][N:7]([C@@H:10]([CH2:45][CH2:46][C:47]2[CH:52]=[CH:51][CH:50]=[CH:49][CH:48]=2)[C:11]([NH:13][C@@H:14]([CH2:36][C:37]2[CH:42]=[C:41]([F:43])[CH:40]=[C:39]([F:44])[CH:38]=2)[C@@H:15]([C@H:17]2CCCC[N:18]2[CH:23](C2C=CC=CC=2)[C:24]2[CH:29]=CC=CC=2)[OH:16])=[O:12])[C:6]1=[O:53])(=[O:3])[CH3:2].FC1C=C(C=C(F)C=1)C[C@H]1[C@@H]([C@H]2C[C@H]([O:73][C:74]3[CH:79]=[CH:78][CH:77]=[CH:76][N:75]=3)CN2C(C2C=CC=CC=2)C2C=CC=CC=2)OC(=O)N1.C1(P(C2C=CC=CC=2)C2C=CC=CC=2)C=CC=CC=1.CCOC(/N=N/C(OCC)=O)=O.FC1C=C(C=C(F)C=1)C[C@H]1[C@@H]([C@H]2C[C@@H](O)CN2C(C2C=CC=CC=2)C2C=CC=CC=2)OC(=O)N1.OC1C=CC=CN=1. The catalyst is C1COCC1.C(OCC)(=O)C.CCCCCC. The product is [C:1]([NH:4][C@:5]1([C@@H:54]([CH2:56][CH3:57])[CH3:55])[CH2:9][CH2:8][N:7]([C@@H:10]([CH2:45][CH2:46][C:47]2[CH:48]=[CH:49][CH:50]=[CH:51][CH:52]=2)[C:11]([NH:13][C@@H:14]([CH2:36][C:37]2[CH:38]=[C:39]([F:44])[CH:40]=[C:41]([F:43])[CH:42]=2)[C@H:15]([OH:16])[C@H:17]2[CH2:29][C@H:24]([O:73][C:74]3[CH:79]=[CH:78][CH:77]=[CH:76][N:75]=3)[CH2:23][NH:18]2)=[O:12])[C:6]1=[O:53])(=[O:3])[CH3:2]. The yield is 0.520. (5) The reactants are C([O:5][C:6]([C:8]1([C:14]2[CH:25]=[CH:24][C:17]([C:18]([O:20][CH:21]([CH3:23])[CH3:22])=[O:19])=[CH:16][CH:15]=2)[CH2:13][CH2:12][CH2:11][CH2:10][CH2:9]1)=[O:7])(C)(C)C.FC(F)(F)C(O)=O. The product is [CH:21]([O:20][C:18]([C:17]1[CH:16]=[CH:15][C:14]([C:8]2([C:6]([OH:7])=[O:5])[CH2:13][CH2:12][CH2:11][CH2:10][CH2:9]2)=[CH:25][CH:24]=1)=[O:19])([CH3:23])[CH3:22]. The yield is 0.920. The catalyst is ClCCl. (6) The reactants are [C:1]([C:3]1[CH:4]=[CH:5][C:6]([OH:11])=[C:7]([CH:10]=1)[CH:8]=O)#[N:2].C1(P(=[CH:31][CH:32]=[O:33])(C2C=CC=CC=2)C2C=CC=CC=2)C=CC=CC=1. The catalyst is C1(C)C=CC=CC=1. The product is [C:1]([C:3]1[CH:4]=[CH:5][C:6]([OH:11])=[C:7]([CH:10]=1)[CH:8]=[CH:31][CH:32]=[O:33])#[N:2]. The yield is 0.440. (7) The reactants are Cl.[CH3:2][O:3][C:4](=[O:11])[C@H:5]([C@H:7]([CH2:9][CH3:10])[CH3:8])[NH2:6].Cl[C:13]([O:15][C:16]1[CH:21]=[CH:20][C:19]([N+:22]([O-:24])=[O:23])=[CH:18][CH:17]=1)=[O:14].CN1CCOCC1. The catalyst is ClCCl. The product is [CH3:8][C@@H:7]([CH2:9][CH3:10])[C@H:5]([NH:6][C:13]([O:15][C:16]1[CH:17]=[CH:18][C:19]([N+:22]([O-:24])=[O:23])=[CH:20][CH:21]=1)=[O:14])[C:4]([O:3][CH3:2])=[O:11]. The yield is 0.980.